This data is from Full USPTO retrosynthesis dataset with 1.9M reactions from patents (1976-2016). The task is: Predict the reactants needed to synthesize the given product. (1) Given the product [CH3:1][O:2][C:3]1[CH:4]=[CH:5][C:6]([C:9]2[C:17]3[C:16]([NH:18][C@H:19]4[CH2:24][CH2:23][CH2:22][C@H:21]([OH:25])[CH2:20]4)=[N:15][CH:14]=[N:13][C:12]=3[O:11][C:10]=2[C:26]2[CH:27]=[CH:28][CH:29]=[CH:30][CH:31]=2)=[CH:7][CH:8]=1.[CH3:1][O:2][C:3]1[CH:4]=[CH:5][C:6]([C:9]2[C:17]3[C:16]([NH:18][C@@H:19]4[CH2:24][CH2:23][CH2:22][C@H:21]([OH:25])[CH2:20]4)=[N:15][CH:14]=[N:13][C:12]=3[O:11][C:10]=2[C:26]2[CH:27]=[CH:28][CH:29]=[CH:30][CH:31]=2)=[CH:7][CH:8]=1, predict the reactants needed to synthesize it. The reactants are: [CH3:1][O:2][C:3]1[CH:8]=[CH:7][C:6]([C:9]2[C:17]3[C:16]([NH:18][CH:19]4[CH2:24][CH2:23][CH2:22][CH:21]([OH:25])[CH2:20]4)=[N:15][CH:14]=[N:13][C:12]=3[O:11][C:10]=2[C:26]2[CH:31]=[CH:30][CH:29]=[CH:28][CH:27]=2)=[CH:5][CH:4]=1. (2) Given the product [Cl:1][C:2]1[C:3]([N:13]2[CH2:18][CH2:17][N:16]([C:20]([NH:19][C:22]3[CH:27]=[CH:26][CH:25]=[CH:24][C:23]=3[CH:28]([CH3:30])[CH3:29])=[O:21])[CH2:15][CH2:14]2)=[N:4][CH:5]=[C:6]([CH:12]=1)[C:7]([O:9][CH2:10][CH3:11])=[O:8], predict the reactants needed to synthesize it. The reactants are: [Cl:1][C:2]1[C:3]([N:13]2[CH2:18][CH2:17][NH:16][CH2:15][CH2:14]2)=[N:4][CH:5]=[C:6]([CH:12]=1)[C:7]([O:9][CH2:10][CH3:11])=[O:8].[N:19]([C:22]1[CH:27]=[CH:26][CH:25]=[CH:24][C:23]=1[CH:28]([CH3:30])[CH3:29])=[C:20]=[O:21]. (3) The reactants are: [Br:1][C:2]1[CH:13]=[CH:12][C:5]2[N:6]([CH2:9][CH2:10][OH:11])[CH:7]=[N:8][C:4]=2[CH:3]=1.[H-].[Na+].[CH3:16]I.O. Given the product [Br:1][C:2]1[CH:13]=[CH:12][C:5]2[N:6]([CH2:9][CH2:10][O:11][CH3:16])[CH:7]=[N:8][C:4]=2[CH:3]=1, predict the reactants needed to synthesize it.